From a dataset of Catalyst prediction with 721,799 reactions and 888 catalyst types from USPTO. Predict which catalyst facilitates the given reaction. (1) Reactant: [F:1][C:2]1[CH:3]=[C:4]([CH:6]=[CH:7][CH:8]=1)[NH2:5].[C:9](O[C:9]([O:11][C:12]([CH3:15])([CH3:14])[CH3:13])=[O:10])([O:11][C:12]([CH3:15])([CH3:14])[CH3:13])=[O:10]. Product: [F:1][C:2]1[CH:3]=[C:4]([NH:5][C:9](=[O:10])[O:11][C:12]([CH3:15])([CH3:14])[CH3:13])[CH:6]=[CH:7][CH:8]=1. The catalyst class is: 6. (2) Reactant: [C:1]([N:4]1[CH2:13][CH2:12][C:11]2[C:6](=[CH:7][C:8]([O:14][CH2:15][C:16]3([C:28]([OH:30])=[O:29])[CH2:21][CH2:20][N:19]([C:22]4[CH:27]=[CH:26][N:25]=[CH:24][CH:23]=4)[CH2:18][CH2:17]3)=[CH:9][CH:10]=2)[CH2:5]1)(=[NH:3])[NH2:2].[ClH:31].[OH-].[Na+]. Product: [ClH:31].[C:1]([N:4]1[CH2:13][CH2:12][C:11]2[C:6](=[CH:7][C:8]([O:14][CH2:15][C:16]3([C:28]([OH:30])=[O:29])[CH2:17][CH2:18][N:19]([C:22]4[CH:23]=[CH:24][N:25]=[CH:26][CH:27]=4)[CH2:20][CH2:21]3)=[CH:9][CH:10]=2)[CH2:5]1)(=[NH:2])[NH2:3]. The catalyst class is: 6. (3) Reactant: C(OC(N1[CH2:13][CH2:12][CH:11]([C:14]2[CH:15]=[C:16]3[C:20](=[C:21]([CH3:23])[CH:22]=2)[C:19](=[O:24])[N:18]([CH2:25][CH:26]2[CH2:28][CH2:27]2)[CH2:17]3)CC1)=O)(C)(C)C. Product: [CH:26]1([CH2:25][N:18]2[CH2:17][C:16]3[C:20](=[C:21]([CH3:23])[CH:22]=[C:14]([CH2:11][CH:12]4[CH2:13][CH2:19][NH:18][CH2:17][CH2:16]4)[CH:15]=3)[C:19]2=[O:24])[CH2:28][CH2:27]1. The catalyst class is: 106. (4) Reactant: [N+:1]([C:4]1[CH:9]=[CH:8][C:7]([S:10][CH2:11][C:12]2[NH:16][N:15]=[N:14][N:13]=2)=[CH:6][CH:5]=1)([O-:3])=[O:2].[C:17](=O)([O-])[O-].[K+].[K+].I[CH3:24]. Product: [CH3:17][N:13]1[C:12]([CH2:11][S:10][C:7]2[CH:8]=[CH:9][C:4]([N+:1]([O-:3])=[O:2])=[CH:5][CH:6]=2)=[N:16][N:15]=[N:14]1.[CH3:24][N:14]1[N:15]=[N:16][C:12]([CH2:11][S:10][C:7]2[CH:8]=[CH:9][C:4]([N+:1]([O-:3])=[O:2])=[CH:5][CH:6]=2)=[N:13]1. The catalyst class is: 10.